This data is from Forward reaction prediction with 1.9M reactions from USPTO patents (1976-2016). The task is: Predict the product of the given reaction. (1) Given the reactants [C:1]([O:4][CH2:5][CH2:6][O:7][C:8]1[CH:31]=[CH:30][C:11]([C:12]([N:14]2[C:20]3[CH:21]=[CH:22][CH:23]=[CH:24][C:19]=3[CH2:18][N:17]([CH2:25][C:26]([OH:28])=O)[C:16](=[O:29])[CH2:15]2)=[O:13])=[C:10]([Cl:32])[CH:9]=1)(=[O:3])[CH3:2].[NH:33]([C:35](OC(C)(C)C)=[O:36])[NH2:34].O.OC1C2N=NNC=2C=CC=1.Cl.C(N=C=NC[CH2:60][C:61]([CH3:64])([CH3:63])N)C, predict the reaction product. The product is: [C:1]([O:4][CH2:5][CH2:6][O:7][C:8]1[CH:31]=[CH:30][C:11]([C:12]([N:14]2[C:20]3[CH:21]=[CH:22][CH:23]=[CH:24][C:19]=3[CH2:18][N:17]([CH2:25][C:26]([N:33]([C:35](=[O:36])[C:61]([CH3:60])([CH3:63])[CH3:64])[NH2:34])=[O:28])[C:16](=[O:29])[CH2:15]2)=[O:13])=[C:10]([Cl:32])[CH:9]=1)(=[O:3])[CH3:2]. (2) Given the reactants COC1C=C(C=CC=1)CN(CC1C=CC(C(OC)=O)=CC=1)S(C1C=CC(Cl)=CC=1)(=O)=O.[Cl:32][C:33]1[CH:38]=[CH:37][C:36]([S:39]([NH:42][CH2:43][C:44]2[CH:53]=[CH:52][C:47]([C:48]([O:50][CH3:51])=[O:49])=[C:46]([F:54])[CH:45]=2)(=[O:41])=[O:40])=[CH:35][CH:34]=1.[F:55][C:56]1[CH:63]=[CH:62][CH:61]=[CH:60][C:57]=1[CH2:58]Br, predict the reaction product. The product is: [Cl:32][C:33]1[CH:34]=[CH:35][C:36]([S:39]([N:42]([CH2:43][C:44]2[CH:53]=[CH:52][C:47]([C:48]([O:50][CH3:51])=[O:49])=[C:46]([F:54])[CH:45]=2)[CH2:58][C:57]2[CH:60]=[CH:61][CH:62]=[CH:63][C:56]=2[F:55])(=[O:41])=[O:40])=[CH:37][CH:38]=1. (3) The product is: [CH3:1][O:2][C:3](=[O:13])[C:4]1[CH:9]=[C:8]([C:10]2[CH:11]=[N:20][NH:19][N:18]=2)[CH:7]=[CH:6][C:5]=1[Cl:12]. Given the reactants [CH3:1][O:2][C:3](=[O:13])[C:4]1[CH:9]=[C:8]([C:10]#[CH:11])[CH:7]=[CH:6][C:5]=1[Cl:12].C[Si]([N:18]=[N+:19]=[N-:20])(C)C, predict the reaction product. (4) Given the reactants [SH:1][C:2]1[S:3][C:4]2[CH2:14][CH2:13][C:12]3[C:7](=[CH:8][CH:9]=[CH:10][C:11]=3[O:15][CH2:16][C:17]([O:19][CH2:20][CH3:21])=[O:18])[C:5]=2[N:6]=1.[C:22]1([CH:28]([C:31]2[CH:36]=[CH:35][CH:34]=[CH:33][CH:32]=2)[CH2:29]I)[CH:27]=[CH:26][CH:25]=[CH:24][CH:23]=1.C(=O)([O-])[O-].[K+].[K+], predict the reaction product. The product is: [C:22]1([CH:28]([C:31]2[CH:32]=[CH:33][CH:34]=[CH:35][CH:36]=2)[CH2:29][S:1][C:2]2[S:3][C:4]3[CH2:14][CH2:13][C:12]4[C:7](=[CH:8][CH:9]=[CH:10][C:11]=4[O:15][CH2:16][C:17]([O:19][CH2:20][CH3:21])=[O:18])[C:5]=3[N:6]=2)[CH:27]=[CH:26][CH:25]=[CH:24][CH:23]=1. (5) Given the reactants [OH-].[K+:2].[S:3]1[C:7]([C:8]([O:10]CC)=[O:9])=[CH:6][N:5]=[N:4]1, predict the reaction product. The product is: [S:3]1[C:7]([C:8]([O-:10])=[O:9])=[CH:6][N:5]=[N:4]1.[K+:2]. (6) Given the reactants ClCC1C=CC(C(Cl)=O)=CC=1.[Cl:12][C:13]1[CH:14]=[C:15]([CH:17]=[CH:18][C:19]=1[O:20][C:21]1[C:30]2[C:25](=[CH:26][C:27]([O:33][CH3:34])=[C:28]([O:31][CH3:32])[CH:29]=2)[N:24]=[CH:23][CH:22]=1)[NH2:16].[Cl:35][CH2:36][C:37]1[CH:42]=[CH:41][C:40]([C:43]([N:45]=[C:46]=[S:47])=[O:44])=[CH:39][CH:38]=1, predict the reaction product. The product is: [Cl:35][CH2:36][C:37]1[CH:38]=[CH:39][C:40]([C:43]([N:45]=[C:46]=[S:47])=[O:44])=[CH:41][CH:42]=1.[Cl:12][C:13]1[CH:14]=[C:15]([NH:16][C:46]([NH:45][C:43](=[O:44])[C:40]2[CH:41]=[CH:42][C:37]([CH2:36][Cl:35])=[CH:38][CH:39]=2)=[S:47])[CH:17]=[CH:18][C:19]=1[O:20][C:21]1[C:30]2[C:25](=[CH:26][C:27]([O:33][CH3:34])=[C:28]([O:31][CH3:32])[CH:29]=2)[N:24]=[CH:23][CH:22]=1. (7) Given the reactants CCN(C(C)C)C(C)C.[F:10][C:11]1[CH:12]=[C:13]([CH:17]=[C:18]([F:21])[C:19]=1[F:20])[C:14]([OH:16])=O.C1C=CC2N(O)N=NC=2C=1.CCN=C=NCCCN(C)C.Cl.[O:44]=[C:45]([N:62]1[CH2:67][CH2:66][NH:65][CH2:64][CH2:63]1)[CH2:46][NH:47][C:48]([C:50]1[CH:55]=[CH:54][C:53]([C:56]2[CH:61]=[CH:60][CH:59]=[CH:58][CH:57]=2)=[CH:52][CH:51]=1)=[O:49], predict the reaction product. The product is: [O:44]=[C:45]([N:62]1[CH2:67][CH2:66][N:65]([C:14](=[O:16])[C:13]2[CH:17]=[C:18]([F:21])[C:19]([F:20])=[C:11]([F:10])[CH:12]=2)[CH2:64][CH2:63]1)[CH2:46][NH:47][C:48]([C:50]1[CH:51]=[CH:52][C:53]([C:56]2[CH:61]=[CH:60][CH:59]=[CH:58][CH:57]=2)=[CH:54][CH:55]=1)=[O:49]. (8) Given the reactants S(=O)(=O)(O)O.[CH2:6]([C:8]1[CH:13]=[C:12]([C:14]([OH:16])=[O:15])[CH:11]=[CH:10][N:9]=1)[CH3:7].[CH2:17](O)[CH3:18], predict the reaction product. The product is: [CH2:6]([C:8]1[CH:13]=[C:12]([C:14]([O:16][CH2:17][CH3:18])=[O:15])[CH:11]=[CH:10][N:9]=1)[CH3:7].